The task is: Predict the reactants needed to synthesize the given product.. This data is from Full USPTO retrosynthesis dataset with 1.9M reactions from patents (1976-2016). (1) Given the product [Cl:8][C:9]1[CH:14]=[CH:13][C:12]([CH:15]2[CH2:20][CH2:19][CH2:18][N:17]([C:29]([C:27]3[CH:26]=[N:25][N:24]([CH2:22][CH3:23])[CH:28]=3)=[O:30])[CH2:16]2)=[C:11]([CH3:21])[CH:10]=1, predict the reactants needed to synthesize it. The reactants are: CCCP(=O)=O.Cl.[Cl:8][C:9]1[CH:14]=[CH:13][C:12]([CH:15]2[CH2:20][CH2:19][CH2:18][NH:17][CH2:16]2)=[C:11]([CH3:21])[CH:10]=1.[CH2:22]([N:24]1[CH:28]=[C:27]([C:29](O)=[O:30])[CH:26]=[N:25]1)[CH3:23].C(N(CC)CC)C. (2) Given the product [ClH:28].[CH:1]1([C:4]2[CH:5]=[C:6]([F:27])[C:7]3[NH:11][C:10](=[O:12])[N:9]([CH:13]4[CH2:14][CH2:15][NH:16][CH2:17][CH2:18]4)[C:8]=3[CH:26]=2)[CH2:2][CH2:3]1, predict the reactants needed to synthesize it. The reactants are: [CH:1]1([C:4]2[CH:5]=[C:6]([F:27])[C:7]3[NH:11][C:10](=[O:12])[N:9]([CH:13]4[CH2:18][CH2:17][N:16](C(OC(C)(C)C)=O)[CH2:15][CH2:14]4)[C:8]=3[CH:26]=2)[CH2:3][CH2:2]1.[ClH:28]. (3) Given the product [F:24][C:21]1[CH:22]=[CH:23][C:18]([CH2:17][N:16]2[CH:10]3[CH2:9][NH:8][CH2:15][CH:14]2[CH2:13][O:12][CH2:11]3)=[CH:19][CH:20]=1, predict the reactants needed to synthesize it. The reactants are: C([N:8]1[CH2:15][CH:14]2[N:16]([CH2:17][C:18]3[CH:23]=[CH:22][C:21]([F:24])=[CH:20][CH:19]=3)[CH:10]([CH2:11][O:12][CH2:13]2)[CH2:9]1)C1C=CC=CC=1. (4) Given the product [CH2:1]([NH:3][CH2:4][CH2:5][NH:6][C:7]([C:9]1[NH:10][C:11]2[C:16]([CH:17]=1)=[CH:15][C:14]([N+:18]([O-:20])=[O:19])=[CH:13][CH:12]=2)=[O:8])[CH2:2][CH3:21], predict the reactants needed to synthesize it. The reactants are: [CH2:1]([NH:3][CH2:4][CH2:5][NH:6][C:7]([C:9]1[NH:10][C:11]2[C:16]([CH:17]=1)=[CH:15][C:14]([N+:18]([O-:20])=[O:19])=[CH:13][CH:12]=2)=[O:8])[CH3:2].[CH2:21](OC(C1NC2C(C=1)=CC([N+]([O-])=O)=CC=2)=O)C.C(NCCN)CC. (5) Given the product [Cl:1][C:2]1[CH:48]=[CH:47][C:5]2[N:6]([CH2:38][C:39]3[CH:40]=[CH:41][C:42]([O:45][CH3:46])=[CH:43][CH:44]=3)[C:7](=[O:37])[CH:8]([CH2:28][CH2:29][C:30]3[CH:35]=[CH:34][CH:33]=[CH:32][C:31]=3[Cl:36])[N:9]=[C:10]([C:11]3[CH:12]=[C:13]4[NH:19][C:18](=[O:27])[NH:17][C:14]4=[N:15][CH:16]=3)[C:4]=2[CH:3]=1, predict the reactants needed to synthesize it. The reactants are: [Cl:1][C:2]1[CH:48]=[CH:47][C:5]2[N:6]([CH2:38][C:39]3[CH:44]=[CH:43][C:42]([O:45][CH3:46])=[CH:41][CH:40]=3)[C:7](=[O:37])[CH:8]([CH2:28][CH2:29][C:30]3[CH:35]=[CH:34][CH:33]=[CH:32][C:31]=3[Cl:36])[N:9]=[C:10]([C:11]3[CH:12]=[C:13]4[N:19](C(OC(C)(C)C)=O)[C:18](=[O:27])[NH:17][C:14]4=[N:15][CH:16]=3)[C:4]=2[CH:3]=1. (6) Given the product [CH2:10]([O:9][C@H:3]1[C@H:4]([CH2:7][OH:8])[O:5][CH2:6][C@@H:2]1[NH:1][C:17](=[O:18])[O:19][C:20]([CH3:23])([CH3:22])[CH3:21])[C:11]1[CH:16]=[CH:15][CH:14]=[CH:13][CH:12]=1, predict the reactants needed to synthesize it. The reactants are: [NH2:1][C@H:2]1[CH2:6][O:5][C@@H:4]([CH2:7][OH:8])[C@@H:3]1[O:9][CH2:10][C:11]1[CH:16]=[CH:15][CH:14]=[CH:13][CH:12]=1.[C:17](O[C:17]([O:19][C:20]([CH3:23])([CH3:22])[CH3:21])=[O:18])([O:19][C:20]([CH3:23])([CH3:22])[CH3:21])=[O:18].